From a dataset of Reaction yield outcomes from USPTO patents with 853,638 reactions. Predict the reaction yield, written as a fraction of the theoretical maximum amount of product (1.0 means a 100% yield; for example, 0.34 means a 34% yield). (1) The reactants are CO[C:3](=[O:22])[C:4]([C:6]1[C:16]2=[C:17]3[C:12](=[CH:13][CH:14]=[CH:15]2)C(OC(=O)C)CC[N:8]3[CH:7]=1)=O.[NH:23]1[C:31]2[C:26](=[CH:27][CH:28]=[CH:29][CH:30]=2)[C:25]([CH2:32][C:33]([NH2:35])=[O:34])=[CH:24]1.CC(C)([O-])C.[K+].Cl.[O:43]1C[CH2:46][CH2:45][CH2:44]1. The catalyst is O. The product is [OH:43][CH:44]1[C:16]2[C:17]3=[C:12]([C:6]([C:4]4[C:3](=[O:22])[NH:35][C:33](=[O:34])[C:32]=4[C:25]4[C:26]5[C:31](=[CH:30][CH:29]=[CH:28][CH:27]=5)[NH:23][CH:24]=4)=[CH:7][N:8]3[CH2:46][CH2:45]1)[CH:13]=[CH:14][CH:15]=2. The yield is 0.360. (2) The product is [F:17][C:12]1[CH:13]=[CH:14][CH:15]=[CH:16][C:11]=1[N:9]([CH3:10])[C:7]([C:5]1[S:6][C:2]([C:20]2[CH:19]=[C:18]([CH3:27])[CH:23]=[CH:22][CH:21]=2)=[CH:3][CH:4]=1)=[O:8]. The yield is 0.860. The catalyst is [Pd].C1(P(C2C=CC=CC=2)C2C=CC=CC=2)C=CC=CC=1.C1(P(C2C=CC=CC=2)C2C=CC=CC=2)C=CC=CC=1.C1(P(C2C=CC=CC=2)C2C=CC=CC=2)C=CC=CC=1.C1(P(C2C=CC=CC=2)C2C=CC=CC=2)C=CC=CC=1. The reactants are Br[C:2]1[S:6][C:5]([C:7]([N:9]([C:11]2[CH:16]=[CH:15][CH:14]=[CH:13][C:12]=2[F:17])[CH3:10])=[O:8])=[CH:4][CH:3]=1.[C:18]1([CH3:27])[CH:23]=[CH:22][CH:21]=[C:20](B(O)O)[CH:19]=1. (3) The reactants are [CH3:1][CH:2]1[CH2:6][C:5]2[C:7]([CH3:19])=[C:8]([N:13]3[CH2:18][CH2:17][NH:16][CH2:15][CH2:14]3)[C:9]([CH3:12])=[C:10]([CH3:11])[C:4]=2[O:3]1.Br[C:21]1[CH:28]=[CH:27][C:24]([C:25]#[N:26])=[CH:23][CH:22]=1. No catalyst specified. The product is [CH3:1][CH:2]1[CH2:6][C:5]2[C:7]([CH3:19])=[C:8]([N:13]3[CH2:14][CH2:15][N:16]([C:21]4[CH:28]=[CH:27][C:24]([C:25]#[N:26])=[CH:23][CH:22]=4)[CH2:17][CH2:18]3)[C:9]([CH3:12])=[C:10]([CH3:11])[C:4]=2[O:3]1. The yield is 0.390. (4) The yield is 0.730. The catalyst is CN(C=O)C. The reactants are [C:1]([C:4]1[C:5](=[O:16])[NH:6][C:7]2[C:12]([C:13]=1O)=[CH:11][C:10]([I:15])=[CH:9][CH:8]=2)(=O)[CH3:2].O.[NH2:18][NH2:19]. The product is [I:15][C:10]1[CH:9]=[CH:8][C:7]2[NH:6][C:5](=[O:16])[C:4]3=[C:1]([CH3:2])[NH:18][N:19]=[C:13]3[C:12]=2[CH:11]=1. (5) The reactants are [CH:1]1[C:6]2[CH:7]=[N:8][C:9]3[CH:15]=[CH:14][CH:13]=[CH:12][C:10]=3[O:11][C:5]=2[CH:4]=[CH:3][CH:2]=1.[CH3:16]/[C:17](/[C:20]([CH3:22])=O)=[N:18]\O. The catalyst is C(O)(=O)C.[Zn]. The product is [CH3:16][C:17]1[N:18]=[C:7]2[C:6]3[CH:1]=[CH:2][CH:3]=[CH:4][C:5]=3[O:11][C:10]3[CH:12]=[CH:13][CH:14]=[CH:15][C:9]=3[N:8]2[C:20]=1[CH3:22]. The yield is 0.940. (6) The reactants are [F:1][C:2]1[C:11]([CH3:12])=[C:10]2[C:5]([CH:6]=[CH:7][C:8](=[O:13])[NH:9]2)=[CH:4][CH:3]=1.[CH3:14]C(C)([O-])C.[K+].CI.O. The catalyst is CS(C)=O. The product is [F:1][C:2]1[C:11]([CH3:12])=[C:10]2[C:5]([CH:6]=[CH:7][C:8]([O:13][CH3:14])=[N:9]2)=[CH:4][CH:3]=1. The yield is 0.740. (7) The reactants are [I:1][C:2]1[CH:10]=[CH:9][CH:8]=[CH:7][C:3]=1[C:4]([OH:6])=O.S(Cl)(Cl)=O.[CH2:15]([N:17]([CH2:21][CH3:22])[CH2:18][CH2:19][NH2:20])[CH3:16].[OH-].[Na+].IC1C=CC=CC=1C(Cl)=O. The catalyst is C1(C)C=CC=CC=1.ClCCl. The product is [I:1][C:2]1[CH:10]=[CH:9][CH:8]=[CH:7][C:3]=1[C:4]([NH:20][CH2:19][CH2:18][N:17]([CH2:21][CH3:22])[CH2:15][CH3:16])=[O:6]. The yield is 0.510. (8) The reactants are C([N:8]1[C:13](=[O:14])[C:12]([C:15]([OH:17])=[O:16])=[CH:11][C:10]2[CH:18]([CH3:31])[O:19][C:20]3[CH:21]=[C:22]([N:26]4[CH2:30][CH2:29][CH2:28][CH2:27]4)[CH:23]=[CH:24][C:25]=3[C:9]1=2)C1C=CC=CC=1. The catalyst is CO.CC(O)=O.[OH-].[OH-].[Pd+2]. The product is [CH3:31][CH:18]1[C:10]2[CH:11]=[C:12]([C:15]([OH:17])=[O:16])[C:13](=[O:14])[NH:8][C:9]=2[C:25]2[CH:24]=[CH:23][C:22]([N:26]3[CH2:30][CH2:29][CH2:28][CH2:27]3)=[CH:21][C:20]=2[O:19]1. The yield is 0.640.